This data is from Reaction yield outcomes from USPTO patents with 853,638 reactions. The task is: Predict the reaction yield, written as a fraction of the theoretical maximum amount of product (1.0 means a 100% yield; for example, 0.34 means a 34% yield). (1) The reactants are [Br:1][C:2]1[CH:7]=[C:6]([NH2:8])[CH:5]=[C:4]([Br:9])[N:3]=1.N1C=CC=CC=1.[C:16](OC(=O)C)(=[O:18])[CH3:17].CO. The catalyst is CN(C1C=CN=CC=1)C.C1COCC1. The product is [Br:1][C:2]1[CH:7]=[C:6]([NH:8][C:16](=[O:18])[CH3:17])[CH:5]=[C:4]([Br:9])[N:3]=1. The yield is 0.940. (2) The reactants are [Mg].BrCCBr.Br[CH:7]([CH3:15])[CH2:8][C:9]1[CH:14]=[CH:13][CH:12]=[CH:11][CH:10]=1.O1CCN=C1.[CH3:21][C:22]1([CH3:39])[CH2:26][O:25][C:24]([C:27]2[CH:32]=[C:31]([O:33][CH3:34])[C:30]([O:35][CH3:36])=[CH:29][C:28]=2OC)=[N:23]1. The catalyst is O1CCCC1.CCCCCC.C(OCC)(=O)C. The product is [CH3:36][O:35][C:30]1[C:31]([O:33][CH3:34])=[CH:32][C:27]([C:24]2[O:25][CH2:26][C:22]([CH3:21])([CH3:39])[N:23]=2)=[C:28]([CH:7]([CH3:15])[CH2:8][C:9]2[CH:14]=[CH:13][CH:12]=[CH:11][CH:10]=2)[CH:29]=1. The yield is 0.410. (3) The reactants are Br[C:2]1[N:7]=[C:6]([C:8](NC)=O)[CH:5]=[CH:4][CH:3]=1.C[Sn](C)C.C[Sn](C)C.BrC1[CH:22]=[N:23][N:24]2[CH:29]=[CH:28][C:27]([C:30]([N:32]([C:36]3[CH:41]=[CH:40][C:39]([C:42]#[N:43])=[CH:38][N:37]=3)[CH:33]([CH3:35])[CH3:34])=[O:31])=[CH:26][C:25]=12. The catalyst is COCCOC.C1C=CC([P]([Pd]([P](C2C=CC=CC=2)(C2C=CC=CC=2)C2C=CC=CC=2)([P](C2C=CC=CC=2)(C2C=CC=CC=2)C2C=CC=CC=2)[P](C2C=CC=CC=2)(C2C=CC=CC=2)C2C=CC=CC=2)(C2C=CC=CC=2)C2C=CC=CC=2)=CC=1. The product is [C:42]([C:39]1[CH:40]=[CH:41][C:36]([N:32]([CH:33]([CH3:35])[CH3:34])[C:30]([C:27]2[CH:26]=[CH:25][N:24]3[N:23]=[CH:22][C:8]([C:6]4[CH:5]=[CH:4][C:3]([C:30](=[O:31])[NH:32][CH3:33])=[CH:2][N:7]=4)=[C:29]3[CH:28]=2)=[O:31])=[N:37][CH:38]=1)#[N:43]. The yield is 0.110. (4) The reactants are [Br:1][C:2]1[CH:3]=[C:4]([C:11]2([CH3:14])[CH2:13][CH2:12]2)[C:5]([OH:10])=[C:6]([CH:9]=1)[CH:7]=[O:8].[C:15]([O-])([O-])=O.[K+].[K+].IC. The catalyst is CN(C=O)C. The product is [Br:1][C:2]1[CH:3]=[C:4]([C:11]2([CH3:14])[CH2:12][CH2:13]2)[C:5]([O:10][CH3:15])=[C:6]([CH:9]=1)[CH:7]=[O:8]. The yield is 0.960. (5) The reactants are [CH3:1][CH2:2][Mg+].[Br-].CON(C)[C:8]([C:10]1[CH:14]=[CH:13][S:12][CH:11]=1)=[O:9].CCOC(C)=O. The catalyst is C1COCC1. The product is [S:12]1[CH:13]=[CH:14][C:10]([C:8](=[O:9])[CH2:2][CH3:1])=[CH:11]1. The yield is 0.520. (6) The reactants are [CH3:1][CH:2]([CH3:38])[C@H:3]([NH:33][C:34](=[O:37])[O:35][CH3:36])[C:4](=[O:32])[N:5]1[CH2:9][CH2:8][CH2:7][C@H:6]1[C:10]1[NH:14][C:13]2[C:15]3[C:20]([CH:21]=[CH:22][C:12]=2[N:11]=1)=[CH:19][C:18](B1OC(C)(C)C(C)(C)O1)=[CH:17][CH:16]=3.Br[C:40]1[CH:41]=[C:42]2[C:64](=[CH:65][CH:66]=1)[C:46]1[NH:47][C:48]([C@@H:50]3[C@@H:55]4[CH2:56][C@@H:52]([CH2:53][CH2:54]4)[N:51]3[C:57]([O:59][C:60]([CH3:63])([CH3:62])[CH3:61])=[O:58])=[N:49][C:45]=1[CH:44]=[CH:43]2.C([O-])([O-])=O.[K+].[K+]. The catalyst is COCCOC.C1C=CC([P]([Pd]([P](C2C=CC=CC=2)(C2C=CC=CC=2)C2C=CC=CC=2)([P](C2C=CC=CC=2)(C2C=CC=CC=2)C2C=CC=CC=2)[P](C2C=CC=CC=2)(C2C=CC=CC=2)C2C=CC=CC=2)(C2C=CC=CC=2)C2C=CC=CC=2)=CC=1. The product is [CH3:36][O:35][C:34]([NH:33][C@@H:3]([CH:2]([CH3:38])[CH3:1])[C:4]([N:5]1[CH2:9][CH2:8][CH2:7][C@H:6]1[C:10]1[NH:14][C:13]2[C:15]3[C:20]([CH:21]=[CH:22][C:12]=2[N:11]=1)=[CH:19][C:18]([C:40]1[CH:41]=[C:42]2[C:64](=[CH:65][CH:66]=1)[C:46]1[NH:47][C:48]([C@@H:50]4[C@@H:55]5[CH2:56][C@@H:52]([CH2:53][CH2:54]5)[N:51]4[C:57]([O:59][C:60]([CH3:62])([CH3:63])[CH3:61])=[O:58])=[N:49][C:45]=1[CH:44]=[CH:43]2)=[CH:17][CH:16]=3)=[O:32])=[O:37]. The yield is 0.360.